This data is from Retrosynthesis with 50K atom-mapped reactions and 10 reaction types from USPTO. The task is: Predict the reactants needed to synthesize the given product. (1) Given the product O=[N+]([O-])c1ccc(SC2CCCC2)cc1, predict the reactants needed to synthesize it. The reactants are: O=[N+]([O-])c1ccc(F)cc1.SC1CCCC1. (2) Given the product CC(C)(C)CN1CC2(CCCC(C)(CN)C2)OC1=O, predict the reactants needed to synthesize it. The reactants are: CC(C)(C)CN1CC2(CCCC(C)(CN=[N+]=[N-])C2)OC1=O. (3) The reactants are: CC(C)(C)OC(=O)N1CCN(C(=O)SCc2ccc(OCc3ccc(F)cc3)cc2)CC1. Given the product O=C(SCc1ccc(OCc2ccc(F)cc2)cc1)N1CCNCC1, predict the reactants needed to synthesize it. (4) Given the product CNCc1cc([N+](=O)[O-])cc(F)c1O, predict the reactants needed to synthesize it. The reactants are: CN.O=Cc1cc([N+](=O)[O-])cc(F)c1O. (5) Given the product Nc1cccc(-c2ccc(O)c(C(=O)Nc3cc(-c4ccccc4)ccc3C(=O)O)c2)n1, predict the reactants needed to synthesize it. The reactants are: CC(C)(C)OC(=O)c1ccc(-c2ccccc2)cc1NC(=O)c1cc(-c2cccc(N)n2)ccc1O.